Predict which catalyst facilitates the given reaction. From a dataset of Catalyst prediction with 721,799 reactions and 888 catalyst types from USPTO. (1) Reactant: C12BC(CCC1)CCC2.[CH2:10]([N:17]1[CH2:22][CH2:21][N:20]([CH2:23][C:24]2[CH:29]=[CH:28][CH:27]=[CH:26][CH:25]=2)[CH2:19][C@@H:18]1[CH:30]=[CH2:31])[C:11]1[CH:16]=[CH:15][CH:14]=[CH:13][CH:12]=1.C1(P(C2C=CC=CC=2)C2C=CC=CC=2)C=CC=CC=1.I[C:52]1[CH:53]=[N:54][CH:55]=[CH:56][CH:57]=1.[OH-].[Na+]. Product: [CH2:10]([N:17]1[CH2:22][CH2:21][N:20]([CH2:23][C:24]2[CH:29]=[CH:28][CH:27]=[CH:26][CH:25]=2)[CH2:19][C@@H:18]1[CH2:30][CH2:31][C:52]1[CH:53]=[N:54][CH:55]=[CH:56][CH:57]=1)[C:11]1[CH:12]=[CH:13][CH:14]=[CH:15][CH:16]=1. The catalyst class is: 492. (2) Reactant: [C:1]([NH:5][S:6]([C:9]1[CH:14]=[CH:13][CH:12]=[C:11]([CH2:15][OH:16])[CH:10]=1)(=[O:8])=[O:7])([CH3:4])([CH3:3])[CH3:2].C([O-])(O)=O.[Na+].CC(OI1(OC(C)=O)(OC(C)=O)OC(=O)C2C=CC=CC1=2)=O. Product: [C:1]([NH:5][S:6]([C:9]1[CH:14]=[CH:13][CH:12]=[C:11]([CH:15]=[O:16])[CH:10]=1)(=[O:8])=[O:7])([CH3:4])([CH3:2])[CH3:3]. The catalyst class is: 91.